Dataset: TCR-epitope binding with 47,182 pairs between 192 epitopes and 23,139 TCRs. Task: Binary Classification. Given a T-cell receptor sequence (or CDR3 region) and an epitope sequence, predict whether binding occurs between them. (1) The TCR CDR3 sequence is CAISWTSGSYEQYF. Result: 0 (the TCR does not bind to the epitope). The epitope is RPPIFIRRL. (2) The epitope is KRWIILGLNK. The TCR CDR3 sequence is CTSSQRGGYNEQFF. Result: 0 (the TCR does not bind to the epitope). (3) The epitope is KLGGALQAK. The TCR CDR3 sequence is CASSLRGTGPDEKLFF. Result: 1 (the TCR binds to the epitope). (4) The epitope is RLRAEAQVK. The TCR CDR3 sequence is CASSLGTRGGAPEAFF. Result: 1 (the TCR binds to the epitope). (5) The epitope is TAFTIPSI. The TCR CDR3 sequence is CASSMTSGAKPGELFF. Result: 0 (the TCR does not bind to the epitope).